This data is from Catalyst prediction with 721,799 reactions and 888 catalyst types from USPTO. The task is: Predict which catalyst facilitates the given reaction. (1) Product: [C:24]1([S:30][C:2]2[CH:7]=[C:6]([CH:8]=[O:9])[C:5]([S:30][C:24]3[CH:29]=[CH:28][CH:27]=[CH:26][CH:25]=3)=[CH:4][C:3]=2[CH:11]=[O:12])[CH:29]=[CH:28][CH:27]=[CH:26][CH:25]=1. The catalyst class is: 6. Reactant: Cl[C:2]1[CH:7]=[C:6]([CH:8]=[O:9])[C:5](Cl)=[CH:4][C:3]=1[CH:11]=[O:12].C(=O)([O-])[O-].[K+].[K+].CN(C=O)C.[C:24]1([SH:30])[CH:29]=[CH:28][CH:27]=[CH:26][CH:25]=1. (2) Reactant: [S:1]1[C:6]2[CH:7]=[CH:8][CH:9]=[CH:10][C:5]=2[NH:4][CH2:3][CH2:2]1.C(N(CC)CC)C.[CH2:18]([O:25][C:26]1[C:34]([Cl:35])=[CH:33][C:29]([C:30](Cl)=[O:31])=[CH:28][C:27]=1[Cl:36])[C:19]1[CH:24]=[CH:23][CH:22]=[CH:21][CH:20]=1. Product: [CH2:18]([O:25][C:26]1[C:27]([Cl:36])=[CH:28][C:29]([C:30]([N:4]2[C:5]3[CH:10]=[CH:9][CH:8]=[CH:7][C:6]=3[S:1][CH2:2][CH2:3]2)=[O:31])=[CH:33][C:34]=1[Cl:35])[C:19]1[CH:20]=[CH:21][CH:22]=[CH:23][CH:24]=1. The catalyst class is: 22. (3) Reactant: N#N.Cl[C:4]1[N:9]=[C:8]([O:10][C:11]2[C:20]3[C:15](=[CH:16][CH:17]=[CH:18][CH:19]=3)[C:14]([NH:21][C:22](=[O:28])[O:23][C:24]([CH3:27])([CH3:26])[CH3:25])=[CH:13][CH:12]=2)[CH:7]=[CH:6][N:5]=1.[NH2:29][C:30]1[CH:31]=[C:32]([CH:36]=[C:37]([O:39][CH3:40])[CH:38]=1)[C:33]([OH:35])=[O:34]. Product: [C:24]([O:23][C:22]([NH:21][C:14]1[C:15]2[C:20](=[CH:19][CH:18]=[CH:17][CH:16]=2)[C:11]([O:10][C:8]2[CH:7]=[CH:6][N:5]=[C:4]([NH:29][C:30]3[CH:31]=[C:32]([CH:36]=[C:37]([O:39][CH3:40])[CH:38]=3)[C:33]([OH:35])=[O:34])[N:9]=2)=[CH:12][CH:13]=1)=[O:28])([CH3:27])([CH3:26])[CH3:25]. The catalyst class is: 1. (4) Reactant: [NH2:1][CH2:2][C@H:3]([C:5]1[CH:10]=[CH:9][CH:8]=[C:7]([Cl:11])[CH:6]=1)[OH:4]. Product: [NH2:1][CH2:2][C@@H:3]([C:5]1[CH:10]=[CH:9][CH:8]=[C:7]([Cl:11])[CH:6]=1)[OH:4]. The catalyst class is: 14. (5) Reactant: [Si:1]([O:8][CH2:9][CH2:10][NH:11][C:12]1[N:17]=[C:16]([O:18][CH3:19])[C:15]([N+:20]([O-])=O)=[C:14]([O:23][CH3:24])[N:13]=1)([C:4]([CH3:7])([CH3:6])[CH3:5])([CH3:3])[CH3:2]. Product: [Si:1]([O:8][CH2:9][CH2:10][NH:11][C:12]1[N:13]=[C:14]([O:23][CH3:24])[C:15]([NH2:20])=[C:16]([O:18][CH3:19])[N:17]=1)([C:4]([CH3:7])([CH3:6])[CH3:5])([CH3:3])[CH3:2]. The catalyst class is: 8. (6) Product: [Cl:1][C:2]1[CH:3]=[N:4][N:5]([C:7]2[CH:12]=[CH:11][N:10]=[CH:9][C:8]=2[N:14]2[CH2:19][CH2:18][CH:17]([C:20]([O:22][CH2:23][CH3:24])=[O:21])[CH2:16][CH2:15]2)[CH:6]=1. The catalyst class is: 6. Reactant: [Cl:1][C:2]1[CH:3]=[N:4][N:5]([C:7]2[CH:12]=[CH:11][N:10]=[CH:9][C:8]=2F)[CH:6]=1.[NH:14]1[CH2:19][CH2:18][CH:17]([C:20]([O:22][CH2:23][CH3:24])=[O:21])[CH2:16][CH2:15]1.C(=O)([O-])[O-].[K+].[K+].CN1C(=O)CCC1. (7) The catalyst class is: 88. Reactant: [NH2:1][C:2]1[NH:3][CH:4]=[C:5]([S:7]([OH:10])(=[O:9])=[O:8])[N:6]=1.[Cl:11][C:12]1[CH:25]=[C:24]([Cl:26])[CH:23]=[CH:22][C:13]=1[CH:14]=[C:15]([C:19](=O)[CH3:20])[C:16]([NH2:18])=[O:17]. Product: [C:16]([C:15]1[CH:14]([C:13]2[CH:22]=[CH:23][C:24]([Cl:26])=[CH:25][C:12]=2[Cl:11])[N:3]2[CH:4]=[C:5]([S:7]([OH:10])(=[O:9])=[O:8])[N:6]=[C:2]2[NH:1][C:19]=1[CH3:20])(=[O:17])[NH2:18].